Dataset: Forward reaction prediction with 1.9M reactions from USPTO patents (1976-2016). Task: Predict the product of the given reaction. (1) Given the reactants C(N(CC)CC)C.Cl.[NH2:9][CH:10]1[CH2:15][CH:14]([C:16]2[CH:21]=[CH:20][C:19]([C:22]([F:25])([F:24])[F:23])=[CH:18][CH:17]=2)[CH2:13][N:12]([C:26]([N:28]2[CH2:33][CH2:32][O:31][CH2:30][CH2:29]2)=[O:27])[CH2:11]1.[C:34](Cl)(=[O:38])[CH:35]([CH3:37])[CH3:36], predict the reaction product. The product is: [CH3:36][CH:35]([CH3:37])[C:34]([NH:9][CH:10]1[CH2:15][CH:14]([C:16]2[CH:21]=[CH:20][C:19]([C:22]([F:24])([F:25])[F:23])=[CH:18][CH:17]=2)[CH2:13][N:12]([C:26]([N:28]2[CH2:29][CH2:30][O:31][CH2:32][CH2:33]2)=[O:27])[CH2:11]1)=[O:38]. (2) Given the reactants [Cl:1][C:2]1[CH:3]=[C:4]([CH:30]=[CH:31][CH:32]=1)[CH2:5][N:6]1[C:10]2=[C:11]([N:18]3[CH2:27][CH2:26][C:25]4[C:20](=[CH:21][CH:22]=[CH:23][CH:24]=4)[CH2:19]3)[N:12]=[C:13]([C:15](O)=[O:16])[CH:14]=[C:9]2[C:8]([CH3:28])=[C:7]1[CH3:29].[NH:33]1[CH2:38][CH2:37][S:36][CH2:35][CH2:34]1, predict the reaction product. The product is: [ClH:1].[Cl:1][C:2]1[CH:3]=[C:4]([CH:30]=[CH:31][CH:32]=1)[CH2:5][N:6]1[C:10]2=[C:11]([N:18]3[CH2:27][CH2:26][C:25]4[C:20](=[CH:21][CH:22]=[CH:23][CH:24]=4)[CH2:19]3)[N:12]=[C:13]([C:15]([SH:36]3[CH2:37][CH2:38][NH:33][CH2:34][CH2:35]3)=[O:16])[CH:14]=[C:9]2[C:8]([CH3:28])=[C:7]1[CH3:29]. (3) The product is: [F:1][C:2]1[CH:3]=[C:4]2[C:9](=[C:10]([CH3:12])[CH:11]=1)[N:8]=[CH:7][C:6]([CH:13]([NH2:15])[CH3:14])=[C:5]2[C:22]1[CH:27]=[CH:26][CH:25]=[CH:24][N:23]=1. Given the reactants [F:1][C:2]1[CH:3]=[C:4]2[C:9](=[C:10]([CH3:12])[CH:11]=1)[N:8]=[CH:7][C:6]([CH:13]([NH:15]S(C(C)(C)C)=O)[CH3:14])=[C:5]2[C:22]1[CH:27]=[CH:26][CH:25]=[CH:24][N:23]=1.Cl.C([O-])(O)=O.[Na+], predict the reaction product. (4) The product is: [OH:2][C:3]1[CH:4]=[C:5]2[C:10](=[CH:11][CH:12]=1)[C:9]([C:13]([C:15]1[CH:20]=[CH:19][C:18]([O:21][CH2:22][CH2:23][N:24]3[CH2:25][CH2:26][CH2:27][CH2:28][CH2:29]3)=[CH:17][CH:16]=1)=[O:14])=[C:8]([C:30]1[C:35]([F:36])=[CH:34][C:33]([F:37])=[CH:32][C:31]=1[F:38])[CH:7]=[CH:6]2. Given the reactants C[O:2][C:3]1[CH:4]=[C:5]2[C:10](=[CH:11][CH:12]=1)[C:9]([C:13]([C:15]1[CH:20]=[CH:19][C:18]([O:21][CH2:22][CH2:23][N:24]3[CH2:29][CH2:28][CH2:27][CH2:26][CH2:25]3)=[CH:17][CH:16]=1)=[O:14])=[C:8]([C:30]1[C:35]([F:36])=[CH:34][C:33]([F:37])=[CH:32][C:31]=1[F:38])[CH:7]=[CH:6]2.Cl.C(=O)(O)[O-].[Na+].CO, predict the reaction product. (5) Given the reactants CCN(C(C)C)C(C)C.OC(C(F)(F)F)=O.[O:17]=[C:18]([N:35]1[CH2:40][CH2:39][NH:38][CH2:37][CH2:36]1)[CH2:19][NH:20][C:21]([C:23]1[CH:28]=[CH:27][C:26]([C:29]2[CH:34]=[CH:33][CH:32]=[CH:31][CH:30]=2)=[CH:25][CH:24]=1)=[O:22].C1C=CC2N(O)N=NC=2C=1.CCN=C=NCCCN(C)C.Cl.[CH3:63][C:64]1[CH:72]=[CH:71][CH:70]=[CH:69][C:65]=1[C:66](O)=[O:67], predict the reaction product. The product is: [CH3:63][C:64]1[CH:72]=[CH:71][CH:70]=[CH:69][C:65]=1[C:66]([N:38]1[CH2:39][CH2:40][N:35]([C:18](=[O:17])[CH2:19][NH:20][C:21]([C:23]2[CH:24]=[CH:25][C:26]([C:29]3[CH:34]=[CH:33][CH:32]=[CH:31][CH:30]=3)=[CH:27][CH:28]=2)=[O:22])[CH2:36][CH2:37]1)=[O:67]. (6) Given the reactants [N+:1]([C:4]1[CH:5]=[C:6]([C:10]2([C:15]#[N:16])[CH2:14][CH2:13][CH2:12][CH2:11]2)[CH:7]=[CH:8][CH:9]=1)([O-])=O, predict the reaction product. The product is: [NH2:1][C:4]1[CH:5]=[C:6]([C:10]2([C:15]#[N:16])[CH2:14][CH2:13][CH2:12][CH2:11]2)[CH:7]=[CH:8][CH:9]=1. (7) Given the reactants [CH3:1][O:2][CH2:3][CH2:4]Cl.[Cl:6][C:7]1[C:8]([F:27])=[C:9]([NH:13][C:14]2[C:23]3[C:18](=[CH:19][C:20]([OH:26])=[C:21]([CH:24]=[O:25])[CH:22]=3)[N:17]=[CH:16][N:15]=2)[CH:10]=[CH:11][CH:12]=1.C([O-])([O-])=O.[K+].[K+], predict the reaction product. The product is: [Cl:6][C:7]1[C:8]([F:27])=[C:9]([NH:13][C:14]2[C:23]3[C:18](=[CH:19][C:20]([O:26][CH2:4][CH2:3][O:2][CH3:1])=[C:21]([CH:24]=[O:25])[CH:22]=3)[N:17]=[CH:16][N:15]=2)[CH:10]=[CH:11][CH:12]=1. (8) Given the reactants [Cl:1][C:2]1[CH:7]=[C:6]([Cl:8])[CH:5]=[CH:4][C:3]=1[C:9]1[N:10]=[C:11](/[CH:18]=[CH:19]/[C:20]2[CH:25]=[CH:24][C:23]([O:26][CH3:27])=[CH:22][CH:21]=2)[N:12]([CH2:14][C:15]([OH:17])=O)[CH:13]=1.[CH3:28][CH:29]([NH2:40])[C:30]1[C:39]2[C:34](=[CH:35][CH:36]=[CH:37][CH:38]=2)[CH:33]=[CH:32][CH:31]=1, predict the reaction product. The product is: [Cl:1][C:2]1[CH:7]=[C:6]([Cl:8])[CH:5]=[CH:4][C:3]=1[C:9]1[N:10]=[C:11](/[CH:18]=[CH:19]/[C:20]2[CH:21]=[CH:22][C:23]([O:26][CH3:27])=[CH:24][CH:25]=2)[N:12]([CH2:14][C:15]([NH:40][CH:29]([C:30]2[C:39]3[C:34](=[CH:35][CH:36]=[CH:37][CH:38]=3)[CH:33]=[CH:32][CH:31]=2)[CH3:28])=[O:17])[CH:13]=1. (9) Given the reactants C[Si](C)(C)[O:3][CH:4]1[CH2:9][CH2:8][N:7]([C:10]2[CH:15]=[CH:14][C:13]([N+:16]([O-:18])=[O:17])=[CH:12][C:11]=2[F:19])[CH2:6][CH2:5]1.[B-](F)(F)(F)[F:23].[B-](F)(F)(F)F.C1[N+]2(CCl)CC[N+](F)(CC2)C1, predict the reaction product. The product is: [F:23][CH:9]1[C:4](=[O:3])[CH2:5][CH2:6][N:7]([C:10]2[CH:15]=[CH:14][C:13]([N+:16]([O-:18])=[O:17])=[CH:12][C:11]=2[F:19])[CH2:8]1.